This data is from Forward reaction prediction with 1.9M reactions from USPTO patents (1976-2016). The task is: Predict the product of the given reaction. (1) The product is: [CH3:1][O:2][C:3]([C:5]1([CH2:9][CH2:10][CH2:11][CH2:12][S:15][CH3:14])[CH2:8][CH2:7][CH2:6]1)=[O:4]. Given the reactants [CH3:1][O:2][C:3]([C:5]1([CH2:9][CH2:10][CH2:11][CH2:12]Br)[CH2:8][CH2:7][CH2:6]1)=[O:4].[CH3:14][SH:15].[Na], predict the reaction product. (2) Given the reactants [F:1][C:2]1[CH:10]=[C:9]2[C:5]([C:6]([C:11]3[CH:26]=[CH:25][C:14]4[N:15]=[C:16]([CH2:18][NH:19][S:20]([CH:23]=[CH2:24])(=[O:22])=[O:21])[O:17][C:13]=4[CH:12]=3)=[CH:7][NH:8]2)=[CH:4][CH:3]=1.[CH3:27][NH:28][CH3:29].Cl, predict the reaction product. The product is: [CH3:27][N:28]([CH3:29])[CH2:24][CH2:23][S:20]([NH:19][CH2:18][C:16]1[O:17][C:13]2[CH:12]=[C:11]([C:6]3[C:5]4[C:9](=[CH:10][C:2]([F:1])=[CH:3][CH:4]=4)[NH:8][CH:7]=3)[CH:26]=[CH:25][C:14]=2[N:15]=1)(=[O:22])=[O:21].